From a dataset of Reaction yield outcomes from USPTO patents with 853,638 reactions. Predict the reaction yield, written as a fraction of the theoretical maximum amount of product (1.0 means a 100% yield; for example, 0.34 means a 34% yield). (1) The reactants are [NH2:1][C:2]1[CH:7]=[CH:6][CH:5]=[CH:4][C:3]=1[NH:8][C:9](=[O:27])[C:10]1[CH:15]=[CH:14][C:13]([CH:16]=[C:17]2[CH2:25][C:24]3[C:19](=[CH:20][CH:21]=[CH:22][CH:23]=3)[C:18]2=[O:26])=[CH:12][CH:11]=1.[BH4-].[Na+]. The catalyst is CO.O. The product is [NH2:1][C:2]1[CH:7]=[CH:6][CH:5]=[CH:4][C:3]=1[NH:8][C:9](=[O:27])[C:10]1[CH:15]=[CH:14][C:13]([CH2:16][CH:17]2[CH2:25][C:24]3[C:19](=[CH:20][CH:21]=[CH:22][CH:23]=3)[CH:18]2[OH:26])=[CH:12][CH:11]=1. The yield is 0.740. (2) The reactants are [F:1][C:2]1[CH:7]=[CH:6][C:5]([C:8]2[N:9]=[CH:10][N:11]([CH2:26][CH2:27][N:28]3[CH2:33][CH2:32][O:31][CH2:30][CH2:29]3)[C:12]=2[C:13]2[CH:14]=[CH:15][C:16]3[N:17]([CH:19]=[C:20]([NH:22]C(=O)C)[N:21]=3)[N:18]=2)=[CH:4][CH:3]=1.Cl. The catalyst is CO. The product is [F:1][C:2]1[CH:7]=[CH:6][C:5]([C:8]2[N:9]=[CH:10][N:11]([CH2:26][CH2:27][N:28]3[CH2:29][CH2:30][O:31][CH2:32][CH2:33]3)[C:12]=2[C:13]2[CH:14]=[CH:15][C:16]3[N:17]([CH:19]=[C:20]([NH2:22])[N:21]=3)[N:18]=2)=[CH:4][CH:3]=1. The yield is 0.950. (3) The product is [CH2:28]([C:35]12[C:36](=[O:42])[CH2:37][CH2:38][CH2:39][C:40]1=[C:46]([CH3:2])[C:45](=[O:47])[CH2:44][CH2:43]2)[C:29]1[CH:30]=[CH:31][CH:32]=[CH:33][CH:34]=1. The reactants are N[C@H:2](C(O)=O)CC1C=CC=CC=1.CC1(C)C2(CS(O)(=O)=O)C(CC1CC2)=O.[CH2:28]([C:35]1([CH2:43][CH2:44][C:45](=[O:47])[CH3:46])[C:40](=O)[CH2:39][CH2:38][CH2:37][C:36]1=[O:42])[C:29]1[CH:34]=[CH:33][CH:32]=[CH:31][CH:30]=1. The yield is 0.880. The catalyst is C(#N)C. (4) The reactants are [C:1]1([OH:8])[CH:6]=[CH:5][CH:4]=[C:3]([OH:7])[CH:2]=1.[C:9]1(=[O:15])[O:14][C:12](=[O:13])[CH2:11][CH2:10]1.[Al+3].[Cl-].[Cl-].[Cl-].Cl. The catalyst is [N+](C1C=CC=CC=1)([O-])=O. The product is [OH:7][C:3]1[CH:2]=[C:1]([OH:8])[CH:6]=[CH:5][C:4]=1[C:9](=[O:15])[CH2:10][CH2:11][C:12]([OH:14])=[O:13]. The yield is 0.410. (5) The reactants are [CH3:1][N:2]([CH3:34])[CH2:3][CH2:4][CH2:5][CH:6]1[CH2:15][C:14]2[C:9](=[CH:10][CH:11]=[C:12]([NH:16][C:17]([C:19]3[S:20][CH:21]=[CH:22][CH:23]=3)=[NH:18])[CH:13]=2)[N:8](CC2C=CC(OC)=CC=2)[C:7]1=[O:33].C1(OC)C=CC=CC=1.[ClH:43]. The catalyst is FC(F)(F)C(O)=O.CO.C(Cl)Cl.C(Cl)Cl.CCOCC. The product is [ClH:43].[ClH:43].[CH3:34][N:2]([CH3:1])[CH2:3][CH2:4][CH2:5][CH:6]1[CH2:15][C:14]2[C:9](=[CH:10][CH:11]=[C:12]([NH:16][C:17]([C:19]3[S:20][CH:21]=[CH:22][CH:23]=3)=[NH:18])[CH:13]=2)[NH:8][C:7]1=[O:33]. The yield is 0.513.